From a dataset of Full USPTO retrosynthesis dataset with 1.9M reactions from patents (1976-2016). Predict the reactants needed to synthesize the given product. (1) Given the product [Cl:21][C:12]1[CH:11]=[C:10]([NH:9][C:7](=[O:8])[C:6]2[CH:22]=[C:2]([C:33]3[CH:34]=[N:29][CH:30]=[N:31][CH:32]=3)[C:3]([N:23]3[CH2:27][CH2:26][C@@H:25]([OH:28])[CH2:24]3)=[N:4][CH:5]=2)[CH:15]=[CH:14][C:13]=1[O:16][C:17]([F:20])([F:19])[F:18], predict the reactants needed to synthesize it. The reactants are: Br[C:2]1[C:3]([N:23]2[CH2:27][CH2:26][C@@H:25]([OH:28])[CH2:24]2)=[N:4][CH:5]=[C:6]([CH:22]=1)[C:7]([NH:9][C:10]1[CH:15]=[CH:14][C:13]([O:16][C:17]([F:20])([F:19])[F:18])=[C:12]([Cl:21])[CH:11]=1)=[O:8].[N:29]1[CH:34]=[C:33](B(O)O)[CH:32]=[N:31][CH:30]=1. (2) Given the product [CH2:9]([O:8][C:6](=[O:7])[CH:5]([CH2:14][C:15](=[O:16])[C:17]1[CH:22]=[CH:21][CH:20]=[CH:19][N:18]=1)[C:1](=[O:4])[CH2:2][CH3:3])[CH3:10], predict the reactants needed to synthesize it. The reactants are: [C:1]([CH2:5][C:6]([O:8][CH2:9][CH3:10])=[O:7])(=[O:4])[CH2:2][CH3:3].[H-].[Na+].Br[CH2:14][C:15]([C:17]1[CH:22]=[CH:21][C:20](C)=[CH:19][N:18]=1)=[O:16].[Cl-].[NH4+].